From a dataset of Forward reaction prediction with 1.9M reactions from USPTO patents (1976-2016). Predict the product of the given reaction. (1) Given the reactants Cl[C:2]1[C:11]2[C:6](=[C:7]([O:12][CH3:13])[CH:8]=[CH:9][CH:10]=2)[N:5]=[C:4]([C:14]([F:17])([F:16])[F:15])[CH:3]=1.[H][H], predict the reaction product. The product is: [CH3:13][O:12][C:7]1[CH:8]=[CH:9][CH:10]=[C:11]2[C:6]=1[NH:5][CH:4]([C:14]([F:17])([F:15])[F:16])[CH2:3][CH2:2]2. (2) The product is: [CH2:36]([O:43][C:34]([NH:31][C:24]1[C:19](=[O:18])[NH:20][C:21]([CH3:28])=[CH:22][CH:23]=1)=[O:8])[C:37]1[CH:42]=[CH:41][CH:40]=[CH:39][CH:38]=1. Given the reactants C1C=CC(P(N=[N+]=[N-])(C2C=CC=CC=2)=[O:8])=CC=1.[OH:18][C:19]1[C:24](C(O)=O)=[CH:23][CH:22]=[C:21]([CH3:28])[N:20]=1.C([N:31]([CH2:34]C)CC)C.[CH2:36]([OH:43])[C:37]1[CH:42]=[CH:41][CH:40]=[CH:39][CH:38]=1, predict the reaction product. (3) Given the reactants [CH2:1]=[CH:2][C:3]1[CH:8]=[CH:7][CH:6]=[CH:5][CH:4]=1.[C:9]([O:13][CH2:14][CH2:15][CH2:16][CH3:17])(=[O:12])[CH:10]=[CH2:11], predict the reaction product. The product is: [CH2:1]=[CH:2][C:3]1[CH:8]=[CH:7][CH:6]=[CH:5][CH:4]=1.[C:9]([O:13][CH2:14][CH2:15][CH2:16][CH3:17])(=[O:12])[CH:10]=[CH2:11]. (4) Given the reactants Cl.[NH2:2][CH2:3][CH2:4][NH:5][S:6]([C:9]1[C:17]2[C:12](=[CH:13][CH:14]=[C:15]([Br:18])[CH:16]=2)[N:11]([S:19]([C:22]2[CH:27]=[CH:26][CH:25]=[CH:24][CH:23]=2)(=[O:21])=[O:20])[C:10]=1[C:28]([O:30][CH2:31][CH3:32])=[O:29])(=[O:8])=[O:7].[Br:33][C:34]1[CH:39]=[CH:38][C:37]([S:40](Cl)(=[O:42])=[O:41])=[CH:36][CH:35]=1, predict the reaction product. The product is: [Br:18][C:15]1[CH:16]=[C:17]2[C:12](=[CH:13][CH:14]=1)[N:11]([S:19]([C:22]1[CH:27]=[CH:26][CH:25]=[CH:24][CH:23]=1)(=[O:21])=[O:20])[C:10]([C:28]([O:30][CH2:31][CH3:32])=[O:29])=[C:9]2[S:6]([NH:5][CH2:4][CH2:3][NH:2][S:40]([C:37]1[CH:38]=[CH:39][C:34]([Br:33])=[CH:35][CH:36]=1)(=[O:42])=[O:41])(=[O:8])=[O:7]. (5) Given the reactants [CH2:1]([O:3][C:4](=[O:23])/[CH:5]=[CH:6]/[C:7]1[CH:12]=[C:11]([F:13])[C:10]([O:14][CH2:15][C:16]2[CH:21]=[CH:20][CH:19]=[CH:18][CH:17]=2)=[C:9]([F:22])[CH:8]=1)[CH3:2].[N+](=[CH2:26])=[N-].O, predict the reaction product. The product is: [CH2:1]([O:3][C:4]([CH:5]1[CH2:26][CH:6]1[C:7]1[CH:12]=[C:11]([F:13])[C:10]([O:14][CH2:15][C:16]2[CH:21]=[CH:20][CH:19]=[CH:18][CH:17]=2)=[C:9]([F:22])[CH:8]=1)=[O:23])[CH3:2]. (6) Given the reactants CCN(S(F)(F)[F:7])CC.[C:10]([C:12]1[CH:41]=[CH:40][C:15]([O:16][CH2:17][C@@H:18](O)[CH2:19][N:20]2[CH2:27][CH:26]3[O:28][CH:22]([CH2:23][N:24]([CH2:29][CH2:30][NH:31][C:32](=[O:38])[O:33][C:34]([CH3:37])([CH3:36])[CH3:35])[CH2:25]3)[CH2:21]2)=[CH:14][CH:13]=1)#[N:11], predict the reaction product. The product is: [C:10]([C:12]1[CH:41]=[CH:40][C:15]([O:16][CH2:17][CH:18]([F:7])[CH2:19][N:20]2[CH2:27][CH:26]3[O:28][CH:22]([CH2:23][N:24]([CH2:29][CH2:30][NH:31][C:32](=[O:38])[O:33][C:34]([CH3:37])([CH3:36])[CH3:35])[CH2:25]3)[CH2:21]2)=[CH:14][CH:13]=1)#[N:11].